From a dataset of Forward reaction prediction with 1.9M reactions from USPTO patents (1976-2016). Predict the product of the given reaction. (1) Given the reactants [CH:1]1([N:6]2[CH2:12][C:11]([F:14])([F:13])[C:10](=[O:15])[N:9]([CH3:16])[C:8]3[CH:17]=[N:18][C:19]([NH:21][C:22]4[CH:30]=[CH:29][C:25]([C:26]([OH:28])=O)=[CH:24][C:23]=4[O:31][CH3:32])=[N:20][C:7]2=3)[CH2:5][CH2:4][CH2:3][CH2:2]1.[CH3:33][N:34]1[CH2:39][CH2:38][N:37]([CH2:40][CH2:41][NH2:42])[CH2:36][CH2:35]1.F[P-](F)(F)(F)(F)F.CN(C(N(C)C)=[N+]1C2C(=NC=CC=2)[N+]([O-])=N1)C.ON1C2C=CC=CC=2N=N1.C(N(C(C)C)CC)(C)C, predict the reaction product. The product is: [CH:1]1([N:6]2[CH2:12][C:11]([F:13])([F:14])[C:10](=[O:15])[N:9]([CH3:16])[C:8]3[CH:17]=[N:18][C:19]([NH:21][C:22]4[CH:30]=[CH:29][C:25]([C:26]([NH:42][CH2:41][CH2:40][N:37]5[CH2:38][CH2:39][N:34]([CH3:33])[CH2:35][CH2:36]5)=[O:28])=[CH:24][C:23]=4[O:31][CH3:32])=[N:20][C:7]2=3)[CH2:2][CH2:3][CH2:4][CH2:5]1. (2) Given the reactants C(OC(=O)[NH:7][C:8]1[CH:13]=[C:12]([O:14][CH2:15][CH3:16])[C:11]([C:17]([F:20])([F:19])[F:18])=[CH:10][C:9]=1[NH:21][C:22](=[O:43])[CH2:23][C:24]([C:26]1[CH:31]=[CH:30][CH:29]=[C:28]([C:32]2[CH:37]=[CH:36][N:35]=[C:34]([CH:38]3[CH2:42][CH2:41][CH2:40][CH2:39]3)[CH:33]=2)[CH:27]=1)=O)(C)(C)C.C(O)(C(F)(F)F)=O, predict the reaction product. The product is: [CH:38]1([C:34]2[CH:33]=[C:32]([C:28]3[CH:27]=[C:26]([C:24]4[CH2:23][C:22](=[O:43])[NH:21][C:9]5[CH:10]=[C:11]([C:17]([F:20])([F:18])[F:19])[C:12]([O:14][CH2:15][CH3:16])=[CH:13][C:8]=5[N:7]=4)[CH:31]=[CH:30][CH:29]=3)[CH:37]=[CH:36][N:35]=2)[CH2:39][CH2:40][CH2:41][CH2:42]1. (3) Given the reactants C([O:8][CH2:9][CH2:10][C@H:11]1[C@H:15]([C:16]2[CH:21]=[CH:20][C:19]([O:22][CH3:23])=[CH:18][C:17]=2[OH:24])[CH2:14][N:13]([C:25]([O:27][C:28]([CH3:31])([CH3:30])[CH3:29])=[O:26])[CH2:12]1)C1C=CC=CC=1, predict the reaction product. The product is: [OH:24][C:17]1[CH:18]=[C:19]([O:22][CH3:23])[CH:20]=[CH:21][C:16]=1[C@H:15]1[C@H:11]([CH2:10][CH2:9][OH:8])[CH2:12][N:13]([C:25]([O:27][C:28]([CH3:31])([CH3:30])[CH3:29])=[O:26])[CH2:14]1. (4) Given the reactants ClC1C=CC=C(C(OO)=[O:9])C=1.[C:12]1([C:18]2[CH:23]=[CH:22][CH:21]=[CH:20][N:19]=2)[CH:17]=[CH:16][CH:15]=[CH:14][CH:13]=1.C([O-])(O)=O.[Na+], predict the reaction product. The product is: [C:12]1([C:18]2[CH:23]=[CH:22][CH:21]=[CH:20][N+:19]=2[O-:9])[CH:13]=[CH:14][CH:15]=[CH:16][CH:17]=1. (5) Given the reactants [CH3:1][C:2]1[CH:7]=[C:6]([CH3:8])[NH:5][C:4](=[O:9])[C:3]=1[CH2:10][NH:11][C:12]([C:14]1[C:19]([CH3:20])=[C:18]([C:21]2[N:25]([CH3:26])[N:24]=[CH:23][CH:22]=2)[N:17]=[C:16](S(C)=O)[N:15]=1)=[O:13].CN(C=O)C.[CH3:35][C:36](C)([O-:38])C.[K+].C(O)(=O)C, predict the reaction product. The product is: [CH3:1][C:2]1[CH:7]=[C:6]([CH3:8])[NH:5][C:4](=[O:9])[C:3]=1[CH2:10][NH:11][C:12]([C:14]1[C:19]([CH3:20])=[C:18]([C:21]2[N:25]([CH3:26])[N:24]=[CH:23][CH:22]=2)[N:17]=[C:16]([O:38][CH2:36][CH3:35])[N:15]=1)=[O:13]. (6) Given the reactants [Cl:1][C:2]1[CH:3]=[C:4]([OH:9])[CH:5]=[C:6]([Cl:8])[CH:7]=1.[H-].[Na+].[I:12]I, predict the reaction product. The product is: [Cl:1][C:2]1[C:3]([I:12])=[C:4]([OH:9])[CH:5]=[C:6]([Cl:8])[CH:7]=1. (7) The product is: [OH:1][CH2:2][C:3]([CH2:8][OH:9])([CH2:6][OH:7])[C:4]([OH:11])=[O:5]. Given the reactants [OH:1][CH2:2][C:3]([CH2:8][OH:9])([CH2:6][OH:7])[CH2:4][OH:5].C(=O)([O-])[OH:11].[Na+], predict the reaction product. (8) Given the reactants [F:1][C:2]1[N:7]=[C:6]([C:8]2[N:17]=[C:11]3[CH:12]=[C:13]([NH2:16])[CH:14]=[CH:15][N:10]3[N:9]=2)[CH:5]=[CH:4][CH:3]=1.[CH2:18]([O:20][C:21]([C:23]1[CH:24]=[N:25][N:26]([CH3:31])[C:27]=1[C:28](O)=[O:29])=[O:22])[CH3:19], predict the reaction product. The product is: [CH2:18]([O:20][C:21]([C:23]1[CH:24]=[N:25][N:26]([CH3:31])[C:27]=1[C:28](=[O:29])[NH:16][C:13]1[CH:14]=[CH:15][N:10]2[N:9]=[C:8]([C:6]3[CH:5]=[CH:4][CH:3]=[C:2]([F:1])[N:7]=3)[N:17]=[C:11]2[CH:12]=1)=[O:22])[CH3:19]. (9) Given the reactants [N:1]1([C:7](=[O:19])[CH2:8][O:9][C:10]2[CH:15]=[CH:14][CH:13]=[C:12]([N+:16]([O-])=O)[CH:11]=2)[CH2:6][CH2:5][O:4][CH2:3][CH2:2]1, predict the reaction product. The product is: [NH2:16][C:12]1[CH:11]=[C:10]([CH:15]=[CH:14][CH:13]=1)[O:9][CH2:8][C:7]([N:1]1[CH2:2][CH2:3][O:4][CH2:5][CH2:6]1)=[O:19].